Dataset: Reaction yield outcomes from USPTO patents with 853,638 reactions. Task: Predict the reaction yield, written as a fraction of the theoretical maximum amount of product (1.0 means a 100% yield; for example, 0.34 means a 34% yield). (1) The reactants are Br[C:2]1[CH:28]=[CH:27][C:5]([C:6]([NH:8][C:9]2[CH:14]=[CH:13][C:12]([O:15][CH3:16])=[C:11]([NH:17][C:18](=[O:26])[CH2:19][N:20]3[CH2:25][CH2:24][O:23][CH2:22][CH2:21]3)[CH:10]=2)=[O:7])=[CH:4][CH:3]=1.[CH3:29][O:30][C:31]1[CH:32]=[C:33](B(O)O)[CH:34]=[CH:35][CH:36]=1.C(=O)([O-])[O-].[Na+].[Na+]. The catalyst is O1CCOCC1. The product is [CH3:29][O:30][C:31]1[CH:36]=[C:35]([C:2]2[CH:28]=[CH:27][C:5]([C:6]([NH:8][C:9]3[CH:14]=[CH:13][C:12]([O:15][CH3:16])=[C:11]([NH:17][C:18](=[O:26])[CH2:19][N:20]4[CH2:25][CH2:24][O:23][CH2:22][CH2:21]4)[CH:10]=3)=[O:7])=[CH:4][CH:3]=2)[CH:34]=[CH:33][CH:32]=1. The yield is 0.570. (2) The reactants are [NH:1]1[CH2:6][CH2:5][O:4][CH2:3][CH2:2]1.C(N(CC)CC)C.Cl[C:15]1[N:20]([CH3:21])[C:19](=[O:22])[CH:18]=[C:17]([C:23]2[CH:28]=[CH:27][N:26]=[CH:25][C:24]=2[F:29])[N:16]=1. The catalyst is O1CCCC1. The product is [F:29][C:24]1[CH:25]=[N:26][CH:27]=[CH:28][C:23]=1[C:17]1[N:16]=[C:15]([N:1]2[CH2:6][CH2:5][O:4][CH2:3][CH2:2]2)[N:20]([CH3:21])[C:19](=[O:22])[CH:18]=1. The yield is 0.920. (3) The reactants are [CH3:1][N:2]([CH2:4][C:5]1[CH:12]=[CH:11][C:8]([CH:9]=O)=[CH:7][CH:6]=1)[CH3:3].S([O-])([O-])(=O)=O.[Mg+2].[NH2:19][C:20]1[CH:28]=[C:27]([F:29])[CH:26]=[C:25]2[C:21]=1[CH2:22][O:23][C:24]2=[O:30]. The catalyst is C(#N)C. The product is [CH3:1][N:2]([CH2:4][C:5]1[CH:12]=[CH:11][C:8](/[CH:9]=[N:19]/[C:20]2[CH:28]=[C:27]([F:29])[CH:26]=[C:25]3[C:21]=2[CH2:22][O:23][C:24]3=[O:30])=[CH:7][CH:6]=1)[CH3:3]. The yield is 0.550. (4) The catalyst is CN(C=O)C. The product is [Cl:3][C:4]1[CH:12]=[C:11]([Cl:13])[CH:10]=[C:9]2[C:5]=1[CH:6]=[C:7]([C:14]([O:16][CH2:17][CH3:18])=[O:15])[N:8]2[CH3:20]. The reactants are [H-].[Na+].[Cl:3][C:4]1[CH:12]=[C:11]([Cl:13])[CH:10]=[C:9]2[C:5]=1[CH:6]=[C:7]([C:14]([O:16][CH2:17][CH3:18])=[O:15])[NH:8]2.I[CH3:20]. The yield is 0.970.